From a dataset of Catalyst prediction with 721,799 reactions and 888 catalyst types from USPTO. Predict which catalyst facilitates the given reaction. (1) Reactant: [F:1][C:2]1[CH:27]=[CH:26][C:5]([CH2:6][N:7]2[C:16](=[O:17])[C:15]3[C:10](=[CH:11][CH:12]=[C:13]([C:18]#[C:19][Si](C)(C)C)[CH:14]=3)[N:9]([CH3:24])[C:8]2=[O:25])=[CH:4][CH:3]=1.[OH-].[Na+]. Product: [F:1][C:2]1[CH:27]=[CH:26][C:5]([CH2:6][N:7]2[C:16](=[O:17])[C:15]3[C:10](=[CH:11][CH:12]=[C:13]([C:18]#[CH:19])[CH:14]=3)[N:9]([CH3:24])[C:8]2=[O:25])=[CH:4][CH:3]=1. The catalyst class is: 5. (2) Reactant: [N+:1]([C:4]1[CH:9]=[C:8]([N+:10]([O-])=O)[CH:7]=[CH:6][C:5]=1[CH2:13][C:14]([O:16]C)=O)([O-])=O.[H][H]. Product: [NH2:10][C:8]1[CH:9]=[C:4]2[C:5]([CH2:13][C:14](=[O:16])[NH:1]2)=[CH:6][CH:7]=1. The catalyst class is: 43. (3) Reactant: [C:1]1([C:11]2[C:6](=[CH:7][CH:8]=[CH:9][CH:10]=2)[CH:5]=[CH:4][NH:3]1)=[O:2].CN(C=O)C.[H-].[Na+].[CH2:19](Br)[C:20]1[CH:25]=[CH:24][CH:23]=[CH:22][CH:21]=1. Product: [CH2:19]([N:3]1[CH:4]=[CH:5][C:6]2[C:11](=[CH:10][CH:9]=[CH:8][CH:7]=2)[C:1]1=[O:2])[C:20]1[CH:25]=[CH:24][CH:23]=[CH:22][CH:21]=1. The catalyst class is: 6. (4) Reactant: [O:1]=[C:2]1[CH2:19][CH2:18][C@@:17]2([CH3:20])[C:4](=[CH:5][CH2:6][C@@H:7]3[C@@H:16]2[CH2:15][CH2:14][C@@:12]2([CH3:13])[C@H:8]3[CH2:9][CH2:10][C@@H:11]2[C:21]([OH:23])=[O:22])[NH:3]1.C([O-])(=O)C.[NH4+]. Product: [CH3:13][C@@:12]12[C@@H:11]([C:21]([OH:23])=[O:22])[CH2:10][CH2:9][C@H:8]1[C@@H:7]1[CH2:6][CH2:5][C@H:4]3[NH:3][C:2](=[O:1])[CH2:19][CH2:18][C@:17]3([CH3:20])[C@H:16]1[CH2:15][CH2:14]2. The catalyst class is: 15. (5) Reactant: [F:1][CH2:2][C@@H:3]1[NH:6][C:5](=[O:7])[C@@H:4]1[O:8][Si:9]([CH:16]([CH3:18])[CH3:17])([CH:13]([CH3:15])[CH3:14])[CH:10]([CH3:12])[CH3:11].[C:19](O[C:19]([O:21][C:22]([CH3:25])([CH3:24])[CH3:23])=[O:20])([O:21][C:22]([CH3:25])([CH3:24])[CH3:23])=[O:20]. Product: [C:22]([O:21][C:19]([N:6]1[C@@H:3]([CH2:2][F:1])[C@@H:4]([O:8][Si:9]([CH:13]([CH3:15])[CH3:14])([CH:10]([CH3:12])[CH3:11])[CH:16]([CH3:18])[CH3:17])[C:5]1=[O:7])=[O:20])([CH3:25])([CH3:24])[CH3:23]. The catalyst class is: 453. (6) Reactant: [C:1]([O:5][C:6](=[O:32])[NH:7][C:8]1[S:9][C:10]([CH:30]=[O:31])=[C:11]([C:13]2[C:14]([CH:27]([OH:29])[CH3:28])=[N:15][N:16]([CH2:18][C:19]3[CH:24]=[CH:23][C:22]([O:25][CH3:26])=[CH:21][CH:20]=3)[CH:17]=2)[N:12]=1)([CH3:4])([CH3:3])[CH3:2].[BH4-].[Na+].O. Product: [C:1]([O:5][C:6](=[O:32])[NH:7][C:8]1[S:9][C:10]([CH2:30][OH:31])=[C:11]([C:13]2[C:14]([CH:27]([OH:29])[CH3:28])=[N:15][N:16]([CH2:18][C:19]3[CH:20]=[CH:21][C:22]([O:25][CH3:26])=[CH:23][CH:24]=3)[CH:17]=2)[N:12]=1)([CH3:2])([CH3:3])[CH3:4]. The catalyst class is: 5. (7) Reactant: [CH2:1]([C:3]1[C:9]([CH3:10])=[CH:8][C:6]([NH2:7])=[C:5]([N+:11]([O-])=O)[CH:4]=1)[CH3:2].[Sn](Cl)(Cl)(Cl)Cl.C(=O)(O)[O-].[Na+]. Product: [CH2:1]([C:3]1[C:9]([CH3:10])=[CH:8][C:6]([NH2:7])=[C:5]([NH2:11])[CH:4]=1)[CH3:2]. The catalyst class is: 5.